This data is from Catalyst prediction with 721,799 reactions and 888 catalyst types from USPTO. The task is: Predict which catalyst facilitates the given reaction. Reactant: Br[C:2]1[CH:7]=[CH:6][C:5]([CH:8]([O:11][CH3:12])[O:9][CH3:10])=[C:4]([F:13])[CH:3]=1.C([Li])CCC.CN([CH:22]=[O:23])C. Product: [CH3:10][O:9][CH:8]([O:11][CH3:12])[C:5]1[CH:6]=[CH:7][C:2]([CH:22]=[O:23])=[CH:3][C:4]=1[F:13]. The catalyst class is: 20.